This data is from Full USPTO retrosynthesis dataset with 1.9M reactions from patents (1976-2016). The task is: Predict the reactants needed to synthesize the given product. (1) Given the product [C:23]([O:8][C:7]([N:1]1[CH2:6][CH2:5][N:4]([C:11]2[N:16]=[CH:15][C:14]([CH2:17][CH3:18])=[CH:13][N:12]=2)[CH2:3][CH2:2]1)=[O:9])([CH3:22])([CH3:24])[CH3:25], predict the reactants needed to synthesize it. The reactants are: [N:1]1([C:7]([OH:9])=[O:8])[CH2:6][CH2:5][NH:4][CH2:3][CH2:2]1.Cl[C:11]1[N:16]=[CH:15][C:14]([CH2:17][CH3:18])=[CH:13][N:12]=1.CCC[CH2:22][CH2:23][CH3:24].[CH3:25]COC(C)=O. (2) Given the product [I:1][C:13]1[CH:14]=[CH:15][C:10]([S:9]([F:21])([F:20])([F:19])([F:18])[F:8])=[CH:11][CH:12]=1.[CH3:22][C:23]1[CH:24]=[CH:25][C:26]([CH3:29])=[CH:27][C:28]=1[C:13]1[CH:14]=[CH:15][C:10]([S:9]([F:21])([F:20])([F:19])([F:18])[F:8])=[CH:11][CH:12]=1, predict the reactants needed to synthesize it. The reactants are: [I-:1].[Na+].F[B-](F)(F)F.[F:8][S:9]([F:21])([F:20])([F:19])([F:18])[C:10]1[CH:15]=[CH:14][C:13]([N+]#N)=[CH:12][CH:11]=1.[CH3:22][C:23]1[CH:24]=[CH:25][C:26]([CH3:29])=[CH:27][CH:28]=1. (3) The reactants are: Br[C:2]1[C:3]([N:22]2[CH2:26][CH2:25][CH:24]([OH:27])[CH2:23]2)=[N:4][CH:5]=[C:6]([CH:21]=1)[C:7]([NH:9][C:10]1[CH:15]=[CH:14][C:13]([O:16][C:17]([F:20])([F:19])[F:18])=[CH:12][CH:11]=1)=[O:8].[N:28]1[CH:33]=[CH:32][C:31](B(O)O)=[CH:30][CH:29]=1. Given the product [OH:27][CH:24]1[CH2:25][CH2:26][N:22]([C:3]2[C:2]([C:31]3[CH:32]=[CH:33][N:28]=[CH:29][CH:30]=3)=[CH:21][C:6]([C:7]([NH:9][C:10]3[CH:15]=[CH:14][C:13]([O:16][C:17]([F:20])([F:19])[F:18])=[CH:12][CH:11]=3)=[O:8])=[CH:5][N:4]=2)[CH2:23]1, predict the reactants needed to synthesize it.